From a dataset of Reaction yield outcomes from USPTO patents with 853,638 reactions. Predict the reaction yield, written as a fraction of the theoretical maximum amount of product (1.0 means a 100% yield; for example, 0.34 means a 34% yield). (1) The reactants are [N:1]([O-])=O.[Na+].[CH2:5]([C:9]1[CH:15]=[CH:14][C:12]([NH2:13])=[CH:11][CH:10]=1)[CH2:6][CH2:7][CH3:8].[Sn](Cl)(Cl)(Cl)Cl. The catalyst is O.Cl. The product is [CH2:5]([C:9]1[CH:10]=[CH:11][C:12]([NH:13][NH2:1])=[CH:14][CH:15]=1)[CH2:6][CH2:7][CH3:8]. The yield is 0.540. (2) The product is [Br:15][C:10]1[CH:11]=[CH:12][CH:13]=[CH:14][C:9]=1[CH2:8][NH:7][C:5](=[O:6])[C:4]1[CH:16]=[CH:17][C:18]([S:19][C:20]2[CH:21]=[CH:22][C:23]([OH:26])=[CH:24][CH:25]=2)=[C:2]([NH:1][C:40]2[C:29]3[CH:34]=[CH:33][C:32]([CH3:35])=[N:31][C:30]=3[N:36]=[CH:37][N:38]=2)[CH:3]=1. The reactants are [NH2:1][C:2]1[CH:3]=[C:4]([CH:16]=[CH:17][C:18]=1[S:19][C:20]1[CH:25]=[CH:24][C:23]([OH:26])=[CH:22][CH:21]=1)[C:5]([NH:7][CH2:8][C:9]1[CH:14]=[CH:13][CH:12]=[CH:11][C:10]=1[Br:15])=[O:6].C([C:29]1[C:30]([N:36]=[CH:37][N:38]([CH3:40])C)=[N:31][C:32]([CH3:35])=[CH:33][CH:34]=1)#N.NC1C=C(C=CC=1SC1C=CC(O)=CC=1)C(NC1C=CC(Br)=CC=1)=O. No catalyst specified. The yield is 0.710. (3) The reactants are Br[C:2]1[C:7](=[O:8])[N:6]([CH2:9][C:10]2[CH:15]=[CH:14][C:13]([C:16]3[C:17]([C:22]#[N:23])=[CH:18][CH:19]=[CH:20][CH:21]=3)=[CH:12][CH:11]=2)[C:5]([CH2:24][CH2:25][CH2:26][CH3:27])=[N:4][C:3]=1[CH:28]1[CH2:30][CH2:29]1.[Si:31]([O:38][CH2:39][C:40]([CH3:52])([CH3:51])[O:41][C:42]1[CH:47]=[CH:46][C:45](B(O)O)=[CH:44][CH:43]=1)([C:34]([CH3:37])([CH3:36])[CH3:35])([CH3:33])[CH3:32].C(=O)([O-])[O-].[Cs+].[Cs+].O1CCOCC1. The catalyst is C(OCC)(=O)C.C1C=CC(P(C2C=CC=CC=2)[C-]2C=CC=C2)=CC=1.C1C=CC(P(C2C=CC=CC=2)[C-]2C=CC=C2)=CC=1.Cl[Pd]Cl.[Fe+2].ClCCl. The product is [CH2:24]([C:5]1[N:6]([CH2:9][C:10]2[CH:15]=[CH:14][C:13]([C:16]3[C:17]([C:22]#[N:23])=[CH:18][CH:19]=[CH:20][CH:21]=3)=[CH:12][CH:11]=2)[C:7](=[O:8])[C:2]([C:45]2[CH:44]=[CH:43][C:42]([O:41][C:40]([CH3:52])([CH3:51])[CH2:39][O:38][Si:31]([C:34]([CH3:37])([CH3:36])[CH3:35])([CH3:32])[CH3:33])=[CH:47][CH:46]=2)=[C:3]([CH:28]2[CH2:29][CH2:30]2)[N:4]=1)[CH2:25][CH2:26][CH3:27]. The yield is 0.800. (4) The reactants are [Si]([O:8][CH2:9][CH2:10][CH2:11][N:12]1[C:16]2[C:17]3[O:18][CH:19]([C:30]4[CH:35]=[CH:34][C:33]([F:36])=[CH:32][CH:31]=4)[CH2:20][CH2:21][C:22]=3[C:23]([C:25]([N:27]([CH3:29])[CH3:28])=[O:26])=[CH:24][C:15]=2[N:14]=[C:13]1[CH3:37])(C(C)(C)C)(C)C.[F-].C([N+](CCCC)(CCCC)CCCC)CCC. The catalyst is O1CCCC1. The product is [F:36][C:33]1[CH:34]=[CH:35][C:30]([CH:19]2[CH2:20][CH2:21][C:22]3[C:23]([C:25]([N:27]([CH3:29])[CH3:28])=[O:26])=[CH:24][C:15]4[N:14]=[C:13]([CH3:37])[N:12]([CH2:11][CH2:10][CH2:9][OH:8])[C:16]=4[C:17]=3[O:18]2)=[CH:31][CH:32]=1. The yield is 0.310. (5) The reactants are [NH2-].[Na+].[F:3][C:4]1[CH:9]=[CH:8][C:7]([C:10]2[O:11][CH:12]=[C:13]([CH2:15][C:16]#[N:17])[N:14]=2)=[CH:6][CH:5]=1.Cl.Cl[CH2:20][CH2:21][N:22]([CH2:24]CCl)[CH3:23].N. The catalyst is C1(C)C=CC=CC=1.O. The product is [CH3:23][N:22]([CH3:24])[CH2:21][CH2:20][CH:15]([C:13]1[N:14]=[C:10]([C:7]2[CH:6]=[CH:5][C:4]([F:3])=[CH:9][CH:8]=2)[O:11][CH:12]=1)[C:16]#[N:17]. The yield is 0.350. (6) The reactants are [CH2:1]([O:3][C:4]([C:6]1[N:7]=[C:8]([CH3:12])[S:9][C:10]=1[NH2:11])=[O:5])[CH3:2].[C:13](O[C:13]([O:15][C:16]([CH3:19])([CH3:18])[CH3:17])=[O:14])([O:15][C:16]([CH3:19])([CH3:18])[CH3:17])=[O:14]. The catalyst is C1COCC1.CN(C1C=CN=CC=1)C. The product is [CH2:1]([O:3][C:4]([C:6]1[N:7]=[C:8]([CH3:12])[S:9][C:10]=1[NH:11][C:13]([O:15][C:16]([CH3:19])([CH3:18])[CH3:17])=[O:14])=[O:5])[CH3:2]. The yield is 0.900.